From a dataset of Reaction yield outcomes from USPTO patents with 853,638 reactions. Predict the reaction yield, written as a fraction of the theoretical maximum amount of product (1.0 means a 100% yield; for example, 0.34 means a 34% yield). (1) The reactants are Br[C:2]1[C:10]([O:11][CH3:12])=[CH:9][C:8]([O:13][CH3:14])=[C:7]2[C:3]=1[CH2:4][N:5]([CH:16]([C:18]1[CH:23]=[CH:22][C:21]([Cl:24])=[CH:20][CH:19]=1)[CH3:17])[C:6]2=[O:15].C([SnH](CCCC)CCCC)CCC.[F-].[K+]. The catalyst is C1C=CC=CC=1. The product is [CH3:12][O:11][C:10]1[CH:2]=[C:3]2[C:7](=[C:8]([O:13][CH3:14])[CH:9]=1)[C:6](=[O:15])[N:5]([CH:16]([C:18]1[CH:19]=[CH:20][C:21]([Cl:24])=[CH:22][CH:23]=1)[CH3:17])[CH2:4]2. The yield is 0.630. (2) The reactants are [Br:1][C:2]1[CH:3]=[CH:4][C:5]2[O:14][CH2:13][CH2:12][C:11]3[N:7]([N:8]=[C:9]([C:15]([NH2:17])=[O:16])[CH:10]=3)[C:6]=2[CH:18]=1.CO[CH:21](OC)[N:22]([CH3:24])[CH3:23]. The catalyst is O1CCOCC1. The product is [CH3:21][N:22]([CH3:24])[CH:23]=[N:17][C:15]([C:9]1[CH:10]=[C:11]2[N:7]([N:8]=1)[C:6]1[CH:18]=[C:2]([Br:1])[CH:3]=[CH:4][C:5]=1[O:14][CH2:13][CH2:12]2)=[O:16]. The yield is 0.970. (3) The reactants are [C:1]1([C:39]2[CH:44]=[CH:43][CH:42]=[CH:41][CH:40]=2)[CH:6]=[CH:5][C:4]([C@@:7]2([S:34][CH2:35][CH2:36][CH2:37][CH3:38])[CH2:11][N:10]([C:12](=[O:29])[C@@H:13]([NH:21][C:22]([O:24][C:25]([CH3:28])([CH3:27])[CH3:26])=[O:23])[CH2:14][CH2:15][CH2:16][CH2:17][CH2:18][CH:19]=[CH2:20])[C@H:9]([C:30]([O:32]C)=[O:31])[CH2:8]2)=[CH:3][CH:2]=1.O.[OH-].[Li+]. The catalyst is C1COCC1.CO.O. The product is [C:1]1([C:39]2[CH:40]=[CH:41][CH:42]=[CH:43][CH:44]=2)[CH:2]=[CH:3][C:4]([C@@:7]2([S:34][CH2:35][CH2:36][CH2:37][CH3:38])[CH2:11][N:10]([C:12](=[O:29])[C@@H:13]([NH:21][C:22]([O:24][C:25]([CH3:27])([CH3:28])[CH3:26])=[O:23])[CH2:14][CH2:15][CH2:16][CH2:17][CH2:18][CH:19]=[CH2:20])[C@H:9]([C:30]([OH:32])=[O:31])[CH2:8]2)=[CH:5][CH:6]=1. The yield is 0.880. (4) The reactants are C(O[C:6](=[O:40])[NH:7][C@H:8]([C:16](=[O:39])[NH:17][C@@H:18]([CH2:30][O:31][CH2:32]C1C=CC=CC=1)[CH2:19][N:20]1[C:28]2[C:23](=[CH:24][C:25]([F:29])=[CH:26][CH:27]=2)[CH2:22][CH2:21]1)[CH2:9][CH:10]1[CH2:15][CH2:14][CH2:13][CH2:12][CH2:11]1)(C)(C)C.F[C:42](F)(F)[C:43](O)=O.C(O)(=O)[C:49]1[CH:54]=[CH:53][CH:52]=[C:51]([O:55][CH3:56])[CH:50]=1.CN(C(ON1N=N[C:69]2[CH:70]=[CH:71]C=N[C:68]1=2)=[N+](C)C)C.F[P-](F)(F)(F)(F)F.C(N(C(C)C)CC)(C)C. The catalyst is C(OCC)(=O)C.ClCCl.O. The product is [CH2:32]([O:31][CH2:30][C@H:18]([NH:17][C:16]([C@@H:8]([NH:7][C:6](=[O:40])[C:53]1[CH:54]=[CH:49][CH:50]=[C:51]([O:55][CH3:56])[CH:52]=1)[CH2:9][CH:10]1[CH2:11][CH2:12][CH2:13][CH2:14][CH2:15]1)=[O:39])[CH2:19][N:20]1[C:28]2[C:23](=[CH:24][C:25]([F:29])=[CH:26][CH:27]=2)[CH2:22][CH2:21]1)[C:43]1[CH:42]=[CH:71][CH:70]=[CH:69][CH:68]=1. The yield is 0.870. (5) The reactants are [CH3:1][N:2]([CH3:8])[CH:3]1[CH2:7][CH2:6][NH:5][CH2:4]1.Cl[C:10]1[N:15]=[C:14]([O:16][CH3:17])[C:13]([N+:18]([O-:20])=[O:19])=[C:12]([O:21][CH3:22])[N:11]=1. The catalyst is C(O)C. The product is [CH3:17][O:16][C:14]1[C:13]([N+:18]([O-:20])=[O:19])=[C:12]([O:21][CH3:22])[N:11]=[C:10]([N:5]2[CH2:6][CH2:7][CH:3]([N:2]([CH3:8])[CH3:1])[CH2:4]2)[N:15]=1. The yield is 0.870.